This data is from Forward reaction prediction with 1.9M reactions from USPTO patents (1976-2016). The task is: Predict the product of the given reaction. Given the reactants [H-].[Na+].[CH3:3][C:4]1[NH:5][CH:6]=[CH:7][N:8]=1.Br[CH2:10][CH2:11][O:12][CH3:13].O, predict the reaction product. The product is: [CH3:13][O:12][CH2:11][CH2:10][N:5]1[CH:6]=[CH:7][N:8]=[C:4]1[CH3:3].